Dataset: Full USPTO retrosynthesis dataset with 1.9M reactions from patents (1976-2016). Task: Predict the reactants needed to synthesize the given product. (1) Given the product [CH3:1][C:2]1[N:7]=[C:6]([CH3:8])[C:5]([O:9][CH2:10][C@@:11]2([C:26]3[CH:31]=[CH:30][CH:29]=[C:28]([F:32])[CH:27]=3)[CH2:13][C@H:12]2[C:14]([NH:16][C:17]2[CH:22]=[CH:21][C:20]([F:23])=[C:19]([OH:24])[N:18]=2)=[O:15])=[CH:4][N:3]=1, predict the reactants needed to synthesize it. The reactants are: [CH3:1][C:2]1[N:7]=[C:6]([CH3:8])[C:5]([O:9][CH2:10][C@@:11]2([C:26]3[CH:31]=[CH:30][CH:29]=[C:28]([F:32])[CH:27]=3)[CH2:13][C@H:12]2[C:14]([NH:16][C:17]2[CH:22]=[CH:21][C:20]([F:23])=[C:19]([O:24]C)[N:18]=2)=[O:15])=[CH:4][N:3]=1.Cl.N1C=CC=CC=1. (2) Given the product [F:52][C:42]1[C:40]2[CH2:41][CH:37]([CH2:36][NH2:33])[O:38][C:39]=2[C:45]([C:46]2[CH:51]=[CH:50][CH:49]=[CH:48][CH:47]=2)=[CH:44][CH:43]=1, predict the reactants needed to synthesize it. The reactants are: CC1C=CC(S(OCC2CC3C(F)=CC=C(C4C=CC=CC=4)C=3O2)(=O)=O)=CC=1.[N-]=[N+]=[N-].[Na+].[N:33]([CH2:36][CH:37]1[CH2:41][C:40]2[C:42]([F:52])=[CH:43][CH:44]=[C:45]([C:46]3[CH:51]=[CH:50][CH:49]=[CH:48][CH:47]=3)[C:39]=2[O:38]1)=[N+]=[N-].[N-]=[N+]=[N-]. (3) Given the product [O:1]1[C:5]2[CH:6]=[C:7]([C:10]3([OH:17])[CH2:15][CH2:14][CH:13]([N:18]4[CH2:21][CH:20]([NH:22][C:23]([CH2:25][NH:26][C:27](=[O:38])[C:28]5[CH:33]=[CH:32][CH:31]=[C:30]([C:34]([F:37])([F:35])[F:36])[CH:29]=5)=[O:24])[CH2:19]4)[CH2:12][CH2:11]3)[CH:8]=[CH:9][C:4]=2[CH2:3][CH2:2]1, predict the reactants needed to synthesize it. The reactants are: [O:1]1[C:5]2[CH:6]=[C:7]([C:10]3([OH:17])[CH2:15][CH2:14][C:13](=O)[CH2:12][CH2:11]3)[CH:8]=[CH:9][C:4]=2[CH2:3][CH2:2]1.[NH:18]1[CH2:21][CH:20]([NH:22][C:23]([CH2:25][NH:26][C:27](=[O:38])[C:28]2[CH:33]=[CH:32][CH:31]=[C:30]([C:34]([F:37])([F:36])[F:35])[CH:29]=2)=[O:24])[CH2:19]1.